From a dataset of Reaction yield outcomes from USPTO patents with 853,638 reactions. Predict the reaction yield, written as a fraction of the theoretical maximum amount of product (1.0 means a 100% yield; for example, 0.34 means a 34% yield). (1) The reactants are [Cl:1][C:2]1[CH:3]=[C:4]([CH:9]=[CH:10][CH:11]=1)[C:5]([NH:7][NH2:8])=[O:6].[Br:12][CH:13]([CH3:24])[C:14](OCC)(OCC)OCC. No catalyst specified. The product is [Br:12][CH:13]([C:24]1[O:6][C:5]([C:4]2[CH:9]=[CH:10][CH:11]=[C:2]([Cl:1])[CH:3]=2)=[N:7][N:8]=1)[CH3:14]. The yield is 0.320. (2) The product is [CH3:37][C:36]1([CH3:41])[O:2][CH:3]([CH2:4][O:5][C:6]2[CH:7]=[CH:8][C:9]([CH2:12][CH2:13][CH2:14][CH2:15][NH:16][C:17]([NH:19][C:20]([C:22]3[C:27]([NH2:28])=[N:26][C:25]([NH2:29])=[C:24]([Cl:30])[N:23]=3)=[O:21])=[NH:18])=[CH:10][CH:11]=2)[CH2:31][O:32]1. The yield is 0.810. The catalyst is CC(C)=O. The reactants are Cl.[OH:2][CH:3]([CH2:31][OH:32])[CH2:4][O:5][C:6]1[CH:11]=[CH:10][C:9]([CH2:12][CH2:13][CH2:14][CH2:15][NH:16][C:17]([NH:19][C:20]([C:22]2[C:27]([NH2:28])=[N:26][C:25]([NH2:29])=[C:24]([Cl:30])[N:23]=2)=[O:21])=[NH:18])=[CH:8][CH:7]=1.CO.O.[C:36]1(C)[CH:41]=CC(S(O)(=O)=O)=C[CH:37]=1. (3) The reactants are Br[CH2:2][CH2:3][N:4]1[C:8]([CH2:9]Br)=[CH:7][C:6]([N+:11]([O-:13])=[O:12])=[N:5]1.[CH3:14][NH2:15]. The catalyst is C1COCC1. The product is [CH3:14][N:15]1[CH2:2][CH2:3][N:4]2[N:5]=[C:6]([N+:11]([O-:13])=[O:12])[CH:7]=[C:8]2[CH2:9]1. The yield is 0.970. (4) The reactants are [Br:1][C:2]1[CH:3]=[C:4]2[C:9](Cl)=[C:8]([C:11]([NH2:13])=[O:12])[CH:7]=[N:6][N:5]2[CH:14]=1.Cl.[NH2:16][C@H:17]([CH3:24])[C:18]([CH3:23])([CH3:22])[C:19]([NH2:21])=[O:20].CCN(C(C)C)C(C)C. The product is [NH2:21][C:19](=[O:20])[C:18]([CH3:23])([CH3:22])[C@H:17]([NH:16][C:9]1[C:4]2[N:5]([CH:14]=[C:2]([Br:1])[CH:3]=2)[N:6]=[CH:7][C:8]=1[C:11]([NH2:13])=[O:12])[CH3:24]. The catalyst is CN(C=O)C. The yield is 0.708.